From a dataset of Full USPTO retrosynthesis dataset with 1.9M reactions from patents (1976-2016). Predict the reactants needed to synthesize the given product. (1) Given the product [O:17]=[C:16]1[NH:15][C:14](=[O:18])[CH:13]=[N:12][N:11]1[C:6]1[CH:7]=[CH:8][C:9]([CH3:10])=[C:4]([CH:5]=1)[C:1]([OH:3])=[O:2], predict the reactants needed to synthesize it. The reactants are: [C:1]([C:4]1[CH:5]=[C:6]([N:11]2[C:16](=[O:17])[NH:15][C:14](=[O:18])[C:13](C(O)=O)=[N:12]2)[CH:7]=[CH:8][C:9]=1[CH3:10])([OH:3])=[O:2].[OH-].[Na+].SCC(O)=O. (2) Given the product [CH3:1][C:2]1[CH:7]=[CH:6][N:5]=[CH:4][C:3]=1[N:8]1[CH2:12][CH2:11][N:10]([C:15]2[CH:19]=[CH:18][S:17][CH:16]=2)[C:9]1=[O:13], predict the reactants needed to synthesize it. The reactants are: [CH3:1][C:2]1[CH:7]=[CH:6][N:5]=[CH:4][C:3]=1[N:8]1[CH2:12][CH2:11][NH:10][C:9]1=[O:13].Br[C:15]1[CH:19]=[CH:18][S:17][CH:16]=1.N[C@@H]1CCCC[C@H]1N.C(=O)([O-])[O-].[K+].[K+]. (3) Given the product [Cl:30][C:31]1[N:36]=[CH:35][C:34]([S:37]([N:15]2[CH2:16][CH2:17][N:12]([C:9]3[CH:8]=[CH:7][C:6]([C@@:3]([OH:5])([CH3:4])[C:2]([F:1])([F:21])[F:22])=[CH:11][CH:10]=3)[CH:13]([C:18]#[C:19][CH3:20])[CH2:14]2)(=[O:39])=[O:38])=[CH:33][CH:32]=1, predict the reactants needed to synthesize it. The reactants are: [F:1][C:2]([F:22])([F:21])[C@:3]([C:6]1[CH:11]=[CH:10][C:9]([N:12]2[CH2:17][CH2:16][NH:15][CH2:14][CH:13]2[C:18]#[C:19][CH3:20])=[CH:8][CH:7]=1)([OH:5])[CH3:4].C(N(CC)CC)C.[Cl:30][C:31]1[N:36]=[CH:35][C:34]([S:37](Cl)(=[O:39])=[O:38])=[CH:33][CH:32]=1. (4) Given the product [CH:20]([C:13]1[C:14]2[C:19](=[CH:18][CH:17]=[CH:16][CH:15]=2)[N:11]([CH2:10][CH2:9][CH2:8][NH:7][C:6](=[O:5])[CH3:24])[CH:12]=1)=[O:21], predict the reactants needed to synthesize it. The reactants are: C([O:5][C:6](=O)[NH:7][CH2:8][CH2:9][CH2:10][N:11]1[C:19]2[C:14](=[CH:15][CH:16]=[CH:17][CH:18]=2)[C:13]([CH:20]=[O:21])=[CH:12]1)(C)(C)C.Cl.[CH2:24](N(CC)CC)C.C(Cl)(=O)C. (5) Given the product [NH:33]1[CH2:32][CH:31]=[C:30]([C:21]2[CH:22]=[C:23]([C:26]([F:29])([F:28])[F:27])[CH:24]=[CH:25][C:20]=2[C:16]2[C:17]3[C:12](=[CH:11][C:10]([S:7]([NH:6][C:43]4[S:44][CH:45]=[CH:46][N:47]=4)(=[O:9])=[O:8])=[CH:19][CH:18]=3)[CH:13]=[CH:14][N:15]=2)[CH2:35][CH2:34]1, predict the reactants needed to synthesize it. The reactants are: COC1C=C(OC)C=CC=1C[N:6]([C:43]1[S:44][CH:45]=[CH:46][N:47]=1)[S:7]([C:10]1[CH:11]=[C:12]2[C:17](=[CH:18][CH:19]=1)[C:16]([C:20]1[CH:25]=[CH:24][C:23]([C:26]([F:29])([F:28])[F:27])=[CH:22][C:21]=1[C:30]1[CH2:35][CH2:34][N:33](C(OC(C)(C)C)=O)[CH2:32][CH:31]=1)=[N:15][CH:14]=[CH:13]2)(=[O:9])=[O:8].C(O)(C(F)(F)F)=O. (6) Given the product [CH3:35][C:10]([C:11]([OH:13])=[O:12])([C:16]([OH:15])=[O:17])[CH2:9][CH2:8][CH2:7][CH2:6][CH2:5][CH2:4][CH2:3][CH:2]=[CH:1][CH2:21][CH2:22][CH2:23][CH2:24][CH2:25][CH2:26][CH2:27][CH2:28][CH3:29], predict the reactants needed to synthesize it. The reactants are: [CH3:1][CH2:2][CH2:3][CH2:4][CH2:5][CH2:6][CH2:7][CH2:8][CH2:9][CH2:10][C:11]([O:13]C)=[O:12].[O:15]1CC[O:17][CH2:16]1.O=[CH:21][CH2:22][CH2:23][CH2:24][CH2:25][CH2:26][CH2:27][CH2:28][CH2:29]CC(OC)=O.[CH3:35]O. (7) Given the product [CH3:8][O:9][C:10]1[CH:11]=[C:12]2[C:17](=[CH:18][CH:19]=1)[N:16]=[CH:15][CH:14]=[C:13]2[CH:20]1[CH2:22][O:21]1, predict the reactants needed to synthesize it. The reactants are: [I-].C[S+](C)C.[OH-].[K+].[CH3:8][O:9][C:10]1[CH:11]=[C:12]2[C:17](=[CH:18][CH:19]=1)[N:16]=[CH:15][CH:14]=[C:13]2[CH:20]=[O:21].[CH:22]1C=CC=CC=1. (8) Given the product [Br:3][C:4]1[CH:5]=[C:6]([CH:10]=[CH:11][C:12]=1[O:13][C:14]1([C:17]2[N:21]([CH3:22])[C:20]([C:23]3[CH:28]=[CH:27][CH:26]=[CH:25][C:24]=3[C:29]([F:30])([F:31])[F:32])=[N:19][N:18]=2)[CH2:15][CH2:16]1)[C:7]([OH:8])=[O:35], predict the reactants needed to synthesize it. The reactants are: [OH-].[K+].[Br:3][C:4]1[CH:5]=[C:6]([CH:10]=[CH:11][C:12]=1[O:13][C:14]1([C:17]2[N:21]([CH3:22])[C:20]([C:23]3[CH:28]=[CH:27][CH:26]=[CH:25][C:24]=3[C:29]([F:32])([F:31])[F:30])=[N:19][N:18]=2)[CH2:16][CH2:15]1)[C:7](N)=[O:8].C(O)C[OH:35]. (9) The reactants are: [C:1]([OH:18])(=O)[CH2:2][CH2:3][CH2:4][CH2:5][CH2:6][CH2:7][CH2:8][CH2:9][CH2:10][CH2:11][CH2:12][CH2:13][CH2:14][CH2:15][CH3:16].[CH3:19][C:20]1[N:21]=[C:22]([NH2:31])[S:23][C:24]=1[CH2:25][CH2:26][O:27][N+:28]([O-:30])=[O:29]. Given the product [CH3:19][C:20]1[N:21]=[C:22]([NH:31][C:1](=[O:18])[CH2:2][CH2:3][CH2:4][CH2:5][CH2:6][CH2:7][CH2:8][CH2:9][CH2:10][CH2:11][CH2:12][CH2:13][CH2:14][CH2:15][CH3:16])[S:23][C:24]=1[CH2:25][CH2:26][O:27][N+:28]([O-:30])=[O:29], predict the reactants needed to synthesize it. (10) Given the product [Cl:25][C:26]1[CH:33]=[CH:32][C:29]([CH:30]2[C:35](=[O:34])[C:36]3[C:18]([C:17]([O:16][CH2:15][CH3:14])=[O:22])=[CH:19][CH:20]=[CH:21][C:13]=3[NH:12][CH:11]2[C:10]2[CH:23]=[CH:24][C:7]([CH2:6][N:3]([CH2:4][CH3:5])[CH2:1][CH3:2])=[CH:8][CH:9]=2)=[CH:28][CH:27]=1, predict the reactants needed to synthesize it. The reactants are: [CH2:1]([N:3]([CH2:6][C:7]1[CH:24]=[CH:23][C:10](/[CH:11]=[N:12]/[C:13]2[CH:21]=[CH:20][CH:19]=[C:18]3[C:14]=2[CH2:15][O:16][C:17]3=[O:22])=[CH:9][CH:8]=1)[CH2:4][CH3:5])[CH3:2].[Cl:25][C:26]1[CH:33]=[CH:32][C:29]([CH:30]=O)=[CH:28][CH:27]=1.[O-:34][CH2:35][CH3:36].[Na+].C(O)C.